From a dataset of Peptide-MHC class II binding affinity with 134,281 pairs from IEDB. Regression. Given a peptide amino acid sequence and an MHC pseudo amino acid sequence, predict their binding affinity value. This is MHC class II binding data. (1) The peptide sequence is EEDKEIIPIQEEEY. The MHC is HLA-DPA10201-DPB10501 with pseudo-sequence HLA-DPA10201-DPB10501. The binding affinity (normalized) is 0.103. (2) The peptide sequence is GDGFIDFNEFISFCN. The MHC is HLA-DPA10301-DPB10402 with pseudo-sequence HLA-DPA10301-DPB10402. The binding affinity (normalized) is 0.273.